This data is from Catalyst prediction with 721,799 reactions and 888 catalyst types from USPTO. The task is: Predict which catalyst facilitates the given reaction. (1) Product: [F:30][CH:28]([F:29])[O:27][C:24]1[CH:25]=[CH:26][C:21]([N:13]([CH2:14][C:15]2[CH:16]=[N:17][CH:18]=[CH:19][CH:20]=2)[C:10]2[CH:9]=[CH:8][C:7]([C:6]([OH:34])=[O:5])=[CH:12][CH:11]=2)=[CH:22][C:23]=1[O:31][CH2:32][CH3:33]. Reactant: C([O:5][C:6](=[O:34])[C:7]1[CH:12]=[CH:11][C:10]([N:13]([C:21]2[CH:26]=[CH:25][C:24]([O:27][CH:28]([F:30])[F:29])=[C:23]([O:31][CH2:32][CH3:33])[CH:22]=2)[CH2:14][C:15]2[CH:16]=[N:17][CH:18]=[CH:19][CH:20]=2)=[CH:9][CH:8]=1)(C)(C)C.[OH-].[K+]. The catalyst class is: 8. (2) Reactant: [N:1]([CH2:4][CH2:5][NH:6][C:7](=[O:21])[CH2:8][CH2:9][CH2:10][CH2:11][CH2:12][CH2:13][CH2:14][CH2:15][CH2:16][CH2:17][CH2:18]CC)=[N+:2]=[N-:3].[CH2:22](C1C=CC(C(Cl)=O)=CC=1)[CH2:23]CCCCC.N(CCN)=[N+]=[N-].C(N(CC)CC)C. Product: [N:1]([CH2:4][CH2:5][NH:6][C:7](=[O:21])[C:8]1[CH:9]=[CH:10][C:11]([CH2:12][CH2:13][CH2:14][CH2:15][CH2:16][CH2:17][CH3:18])=[CH:23][CH:22]=1)=[N+:2]=[N-:3]. The catalyst class is: 4.